This data is from Forward reaction prediction with 1.9M reactions from USPTO patents (1976-2016). The task is: Predict the product of the given reaction. (1) Given the reactants [Cl:1][C:2]1[CH:7]=[CH:6][C:5]([C:8]2[CH:13]=[CH:12][CH:11]=[CH:10][C:9]=2[C@H:14]([OH:32])[CH:15]2[CH2:20][CH2:19][N:18]([C:21]3[CH:31]=[CH:30][C:24]([C:25]([O:27][CH2:28][CH3:29])=[O:26])=[CH:23][CH:22]=3)[CH2:17][CH2:16]2)=[CH:4][CH:3]=1.C(Br)(Br)(Br)Br.[P:38]([O:45]CC)([O:42][CH2:43][CH3:44])[O:39][CH2:40][CH3:41], predict the reaction product. The product is: [Cl:1][C:2]1[CH:3]=[CH:4][C:5]([C:8]2[CH:13]=[CH:12][CH:11]=[CH:10][C:9]=2[C@H:14]([O:32][P:38]([O:42][CH2:43][CH3:44])([O:39][CH2:40][CH3:41])=[O:45])[CH:15]2[CH2:20][CH2:19][N:18]([C:21]3[CH:22]=[CH:23][C:24]([C:25]([O:27][CH2:28][CH3:29])=[O:26])=[CH:30][CH:31]=3)[CH2:17][CH2:16]2)=[CH:6][CH:7]=1. (2) Given the reactants [N:1]1[CH:6]=[CH:5][CH:4]=[CH:3][C:2]=1[NH:7][C:8]1[CH:13]=[CH:12][CH:11]=[CH:10][C:9]=1[NH2:14].[F:15][C:16]1[CH:26]=[CH:25][CH:24]=[CH:23][C:17]=1/[CH:18]=[CH:19]/[C:20]([Cl:22])=O.N1C=CC=CC=1N1C2C=CC=CC=2N=C1/C=C/C1C=CC=CC=1.Cl, predict the reaction product. The product is: [ClH:22].[F:15][C:16]1[CH:26]=[CH:25][CH:24]=[CH:23][C:17]=1/[CH:18]=[CH:19]/[C:20]1[N:7]([C:2]2[CH:3]=[CH:4][CH:5]=[CH:6][N:1]=2)[C:8]2[CH:13]=[CH:12][CH:11]=[CH:10][C:9]=2[N:14]=1. (3) Given the reactants [C:1]([O:5][C:6]([NH:8][C@@H:9]([CH2:14][C:15]1[CH:20]=[CH:19][CH:18]=[CH:17][CH:16]=1)[C@H:10]([OH:13])[CH2:11]Cl)=[O:7])([CH3:4])([CH3:3])[CH3:2].[C:21]([O-:24])(=[O:23])[CH3:22].[K+].C(C1C=CC=CC=1)C, predict the reaction product. The product is: [C:21]([O:24][CH2:11][C@@H:10]([OH:13])[C@@H:9]([NH:8][C:6]([O:5][C:1]([CH3:4])([CH3:3])[CH3:2])=[O:7])[CH2:14][C:15]1[CH:20]=[CH:19][CH:18]=[CH:17][CH:16]=1)(=[O:23])[CH3:22]. (4) The product is: [C:1]([O:5][C:6](=[O:22])[CH2:7][CH2:8][N:9]1[CH2:14][CH2:13][O:12][CH:11]([C:15]2[CH:16]=[CH:17][C:18]([O:21][CH2:32][C:31]3[C:30]([Cl:29])=[CH:37][CH:36]=[CH:35][C:34]=3[Cl:38])=[CH:19][CH:20]=2)[CH2:10]1)([CH3:4])([CH3:2])[CH3:3]. Given the reactants [C:1]([O:5][C:6](=[O:22])[CH2:7][CH2:8][N:9]1[CH2:14][CH2:13][O:12][CH:11]([C:15]2[CH:20]=[CH:19][C:18]([OH:21])=[CH:17][CH:16]=2)[CH2:10]1)([CH3:4])([CH3:3])[CH3:2].C([O-])([O-])=O.[K+].[K+].[Cl:29][C:30]1[CH:37]=[CH:36][CH:35]=[C:34]([Cl:38])[C:31]=1[CH2:32]Br, predict the reaction product. (5) Given the reactants [CH3:1][C:2]1[N:6]=[C:5]([C:7]2[C:8]3[CH2:26][CH2:25][CH2:24][CH2:23][C:9]=3[S:10][C:11]=2[N:12]2[C:20](=[O:21])[C:19]3[CH2:18][CH2:17][CH2:16][CH2:15][C:14]=3[C:13]2=[O:22])[O:4][N:3]=1.C1C[O:30]CC1, predict the reaction product. The product is: [CH3:1][C:2]1[N:6]=[C:5]([C:7]2[C:8]3[CH2:26][CH2:25][CH2:24][CH2:23][C:9]=3[S:10][C:11]=2[NH:12][C:13]([C:14]2[CH2:15][CH2:16][CH2:17][CH2:18][C:19]=2[C:20]([OH:21])=[O:30])=[O:22])[O:4][N:3]=1.